From a dataset of CYP1A2 inhibition data for predicting drug metabolism from PubChem BioAssay. Regression/Classification. Given a drug SMILES string, predict its absorption, distribution, metabolism, or excretion properties. Task type varies by dataset: regression for continuous measurements (e.g., permeability, clearance, half-life) or binary classification for categorical outcomes (e.g., BBB penetration, CYP inhibition). Dataset: cyp1a2_veith. (1) The drug is CCCOc1cc(N)ccc1C(=O)OCCN(CC)CC. The result is 1 (inhibitor). (2) The molecule is O=C1c2ccccc2CC[C@H]1CNCCc1ccc(O)cc1. The result is 1 (inhibitor).